Regression. Given two drug SMILES strings and cell line genomic features, predict the synergy score measuring deviation from expected non-interaction effect. From a dataset of NCI-60 drug combinations with 297,098 pairs across 59 cell lines. (1) Synergy scores: CSS=12.5, Synergy_ZIP=0.900, Synergy_Bliss=3.57, Synergy_Loewe=6.91, Synergy_HSA=6.37. Drug 1: CCC1(CC2CC(C3=C(CCN(C2)C1)C4=CC=CC=C4N3)(C5=C(C=C6C(=C5)C78CCN9C7C(C=CC9)(C(C(C8N6C)(C(=O)OC)O)OC(=O)C)CC)OC)C(=O)OC)O.OS(=O)(=O)O. Cell line: HL-60(TB). Drug 2: COC1=NC(=NC2=C1N=CN2C3C(C(C(O3)CO)O)O)N. (2) Drug 1: C1=CC(=CC=C1C#N)C(C2=CC=C(C=C2)C#N)N3C=NC=N3. Drug 2: CC12CCC3C(C1CCC2OP(=O)(O)O)CCC4=C3C=CC(=C4)OC(=O)N(CCCl)CCCl.[Na+]. Cell line: CAKI-1. Synergy scores: CSS=-0.286, Synergy_ZIP=0.484, Synergy_Bliss=-2.68, Synergy_Loewe=-3.64, Synergy_HSA=-5.21. (3) Drug 1: CN(C)N=NC1=C(NC=N1)C(=O)N. Drug 2: COC1=C2C(=CC3=C1OC=C3)C=CC(=O)O2. Cell line: A498. Synergy scores: CSS=-0.369, Synergy_ZIP=0.787, Synergy_Bliss=0.197, Synergy_Loewe=-3.48, Synergy_HSA=-3.14. (4) Synergy scores: CSS=12.9, Synergy_ZIP=-1.46, Synergy_Bliss=2.36, Synergy_Loewe=-2.37, Synergy_HSA=2.68. Drug 2: C1CNP(=O)(OC1)N(CCCl)CCCl. Drug 1: C1CN(CCN1C(=O)CCBr)C(=O)CCBr. Cell line: TK-10. (5) Drug 1: CC1=C(C(CCC1)(C)C)C=CC(=CC=CC(=CC(=O)O)C)C. Drug 2: COCCOC1=C(C=C2C(=C1)C(=NC=N2)NC3=CC=CC(=C3)C#C)OCCOC.Cl. Cell line: DU-145. Synergy scores: CSS=17.4, Synergy_ZIP=7.86, Synergy_Bliss=14.3, Synergy_Loewe=6.21, Synergy_HSA=9.14. (6) Drug 1: C(CCl)NC(=O)N(CCCl)N=O. Drug 2: N.N.Cl[Pt+2]Cl. Cell line: CCRF-CEM. Synergy scores: CSS=60.1, Synergy_ZIP=-0.991, Synergy_Bliss=-0.574, Synergy_Loewe=2.22, Synergy_HSA=2.36. (7) Drug 1: CCC1=C2CN3C(=CC4=C(C3=O)COC(=O)C4(CC)O)C2=NC5=C1C=C(C=C5)O. Drug 2: C1C(C(OC1N2C=NC(=NC2=O)N)CO)O. Cell line: SF-539. Synergy scores: CSS=52.6, Synergy_ZIP=6.49, Synergy_Bliss=9.14, Synergy_Loewe=-24.8, Synergy_HSA=6.47.